This data is from Forward reaction prediction with 1.9M reactions from USPTO patents (1976-2016). The task is: Predict the product of the given reaction. (1) Given the reactants CS(C)=O.C(Cl)(=O)C(Cl)=O.[CH3:11][O:12][C:13]1[C:18]2[C:19](=[O:37])[N:20]3[CH2:35][C@H:34]([OH:36])[CH2:33][C@H:21]3[C:22](=[O:32])[N:23]([CH2:24][O:25][CH2:26][CH2:27][Si:28]([CH3:31])([CH3:30])[CH3:29])[C:17]=2[CH:16]=[CH:15][C:14]=1[O:38][CH3:39], predict the reaction product. The product is: [CH3:11][O:12][C:13]1[C:18]2[C:19](=[O:37])[N:20]3[CH2:35][C:34](=[O:36])[CH2:33][C@H:21]3[C:22](=[O:32])[N:23]([CH2:24][O:25][CH2:26][CH2:27][Si:28]([CH3:31])([CH3:29])[CH3:30])[C:17]=2[CH:16]=[CH:15][C:14]=1[O:38][CH3:39]. (2) The product is: [CH:1]1([CH2:7][CH:8]=[CH:9][C:23]2[CH:56]=[CH:55][C:26]([CH2:27][C:28]3[N:29]([C:41]4[CH:42]=[C:43]([N:47]5[S:51](=[O:52])(=[O:53])[NH:50][C:49](=[O:54])[CH2:48]5)[CH:44]=[CH:45][CH:46]=4)[CH:30]=[C:31]([C:33]4[CH:38]=[CH:37][C:36]([Cl:39])=[CH:35][C:34]=4[Cl:40])[N:32]=3)=[CH:25][CH:24]=2)[CH2:6][CH2:5][CH2:4][CH2:3][CH2:2]1. Given the reactants [CH:1]1([CH2:7][C:8]#[CH:9])[CH2:6][CH2:5][CH2:4][CH2:3][CH2:2]1.B1C2CCCC1CCC2.B(O)O.Br[C:23]1[CH:56]=[CH:55][C:26]([CH2:27][C:28]2[N:29]([C:41]3[CH:42]=[C:43]([N:47]4[S:51](=[O:53])(=[O:52])[NH:50][C:49](=[O:54])[CH2:48]4)[CH:44]=[CH:45][CH:46]=3)[CH:30]=[C:31]([C:33]3[CH:38]=[CH:37][C:36]([Cl:39])=[CH:35][C:34]=3[Cl:40])[N:32]=2)=[CH:25][CH:24]=1, predict the reaction product.